From a dataset of NCI-60 drug combinations with 297,098 pairs across 59 cell lines. Regression. Given two drug SMILES strings and cell line genomic features, predict the synergy score measuring deviation from expected non-interaction effect. (1) Drug 1: CC1=C2C(C(=O)C3(C(CC4C(C3C(C(C2(C)C)(CC1OC(=O)C(C(C5=CC=CC=C5)NC(=O)OC(C)(C)C)O)O)OC(=O)C6=CC=CC=C6)(CO4)OC(=O)C)O)C)O. Drug 2: C1=CC=C(C(=C1)C(C2=CC=C(C=C2)Cl)C(Cl)Cl)Cl. Cell line: CCRF-CEM. Synergy scores: CSS=33.2, Synergy_ZIP=13.4, Synergy_Bliss=14.9, Synergy_Loewe=15.8, Synergy_HSA=12.9. (2) Drug 1: CS(=O)(=O)CCNCC1=CC=C(O1)C2=CC3=C(C=C2)N=CN=C3NC4=CC(=C(C=C4)OCC5=CC(=CC=C5)F)Cl. Drug 2: CCN(CC)CCCC(C)NC1=C2C=C(C=CC2=NC3=C1C=CC(=C3)Cl)OC. Cell line: MALME-3M. Synergy scores: CSS=19.0, Synergy_ZIP=-2.08, Synergy_Bliss=2.10, Synergy_Loewe=6.43, Synergy_HSA=5.13. (3) Drug 1: CC12CCC3C(C1CCC2=O)CC(=C)C4=CC(=O)C=CC34C. Drug 2: CC1C(C(=O)NC(C(=O)N2CCCC2C(=O)N(CC(=O)N(C(C(=O)O1)C(C)C)C)C)C(C)C)NC(=O)C3=C4C(=C(C=C3)C)OC5=C(C(=O)C(=C(C5=N4)C(=O)NC6C(OC(=O)C(N(C(=O)CN(C(=O)C7CCCN7C(=O)C(NC6=O)C(C)C)C)C)C(C)C)C)N)C. Cell line: UACC-257. Synergy scores: CSS=38.1, Synergy_ZIP=6.57, Synergy_Bliss=8.93, Synergy_Loewe=9.40, Synergy_HSA=8.88. (4) Drug 1: CC1=C(C(CCC1)(C)C)C=CC(=CC=CC(=CC(=O)O)C)C. Drug 2: C1=NC2=C(N1)C(=S)N=CN2. Cell line: 786-0. Synergy scores: CSS=53.2, Synergy_ZIP=2.17, Synergy_Bliss=0.712, Synergy_Loewe=-22.2, Synergy_HSA=-2.75. (5) Drug 1: CC(C)CN1C=NC2=C1C3=CC=CC=C3N=C2N. Drug 2: CC12CCC3C(C1CCC2OP(=O)(O)O)CCC4=C3C=CC(=C4)OC(=O)N(CCCl)CCCl.[Na+]. Cell line: UACC62. Synergy scores: CSS=2.32, Synergy_ZIP=0.427, Synergy_Bliss=1.89, Synergy_Loewe=-2.58, Synergy_HSA=-2.17. (6) Drug 1: CC1=C(C=C(C=C1)NC2=NC=CC(=N2)N(C)C3=CC4=NN(C(=C4C=C3)C)C)S(=O)(=O)N.Cl. Drug 2: CN(CCCl)CCCl.Cl. Cell line: HS 578T. Synergy scores: CSS=-1.02, Synergy_ZIP=3.45, Synergy_Bliss=6.05, Synergy_Loewe=-2.18, Synergy_HSA=-1.08. (7) Drug 1: CNC(=O)C1=CC=CC=C1SC2=CC3=C(C=C2)C(=NN3)C=CC4=CC=CC=N4. Drug 2: C#CCC(CC1=CN=C2C(=N1)C(=NC(=N2)N)N)C3=CC=C(C=C3)C(=O)NC(CCC(=O)O)C(=O)O. Cell line: SK-OV-3. Synergy scores: CSS=-0.0470, Synergy_ZIP=-0.282, Synergy_Bliss=-0.729, Synergy_Loewe=-6.65, Synergy_HSA=-2.67.